From a dataset of Catalyst prediction with 721,799 reactions and 888 catalyst types from USPTO. Predict which catalyst facilitates the given reaction. (1) Reactant: [NH2:1][C:2]1[N:10]=[CH:9][C:8]([Br:11])=[CH:7][C:3]=1[C:4]([OH:6])=O.CCN(C(C)C)C(C)C.CN(C(ON1N=[N:36][C:31]2[CH:32]=C[CH:34]=[CH:35][C:30]1=2)=[N+](C)C)C.[B-](F)(F)(F)F. Product: [NH2:1][C:2]1[N:10]=[CH:9][C:8]([Br:11])=[CH:7][C:3]=1[C:4]([NH:36][C:31]12[CH2:30][CH:35]([CH2:32]1)[CH2:34]2)=[O:6]. The catalyst class is: 34. (2) Reactant: N1(C(=O)C[CH:9]([CH2:13][S:14]([CH2:17][C:18]2[CH:23]=[CH:22][CH:21]=[CH:20][CH:19]=2)(=[O:16])=[O:15])[C:10]([OH:12])=O)CCOCC1.[OH:25][C:26](C(F)(F)F)=O.[NH2:32][CH:33]([CH2:44][CH3:45])[C:34]([C:36]1[O:37][C:38]([CH2:41][O:42][CH3:43])=[N:39][N:40]=1)=[O:35].[CH:46]1C=CC2N(O)N=NC=2C=1.C(Cl)CCl.C[N:61]1[CH2:66][CH2:65][O:64][CH2:63][CH2:62]1. Product: [OH:35][CH:34]([C:36]1[O:37][C:38]([CH2:41][O:42][CH3:43])=[N:39][N:40]=1)[CH:33]([NH:32][C:26](=[O:25])[C:13]([CH3:46])([S:14]([CH2:17][C:18]1[CH:19]=[CH:20][CH:21]=[CH:22][CH:23]=1)(=[O:15])=[O:16])[CH2:9][C:10]([N:61]1[CH2:66][CH2:65][O:64][CH2:63][CH2:62]1)=[O:12])[CH2:44][CH3:45]. The catalyst class is: 2. (3) Reactant: Cl[C:2]1[N:28]=[CH:27][CH:26]=[CH:25][C:3]=1[C:4]([NH:6][C:7]1[CH:12]=[CH:11][C:10]([C:13]([F:16])([F:15])[F:14])=[C:9]([O:17][CH2:18][CH2:19][N:20]2[CH2:24][CH2:23][CH2:22][CH2:21]2)[CH:8]=1)=[O:5].CCN(C(C)C)C(C)C.[F:38][C:39]1[CH:46]=[CH:45][C:42]([CH2:43][NH2:44])=[CH:41][CH:40]=1. Product: [F:38][C:39]1[CH:46]=[CH:45][C:42]([CH2:43][NH:44][C:2]2[N:28]=[CH:27][CH:26]=[CH:25][C:3]=2[C:4]([NH:6][C:7]2[CH:12]=[CH:11][C:10]([C:13]([F:16])([F:15])[F:14])=[C:9]([O:17][CH2:18][CH2:19][N:20]3[CH2:24][CH2:23][CH2:22][CH2:21]3)[CH:8]=2)=[O:5])=[CH:41][CH:40]=1. The catalyst class is: 28. (4) The catalyst class is: 4. Product: [CH3:1][CH:2]([CH2:23][NH:24][CH2:36][C:29]1[CH:30]=[CH:33][CH:34]=[CH:35][C:28]=1[N+:25]([O-:27])=[O:26])[C:3]([N:5]([CH2:10][C:11]1[CH:21]=[C:20]([Cl:22])[C:14]2[O:15][CH2:16][CH2:17][CH2:18][O:19][C:13]=2[CH:12]=1)[CH2:6][CH:7]([CH3:8])[CH3:9])=[O:4]. Reactant: [CH3:1][CH:2]([CH2:23][NH2:24])[C:3]([N:5]([CH2:10][C:11]1[CH:21]=[C:20]([Cl:22])[C:14]2[O:15][CH2:16][CH2:17][CH2:18][O:19][C:13]=2[CH:12]=1)[CH2:6][CH:7]([CH3:9])[CH3:8])=[O:4].[N+:25]([C:28]1[CH:29]=[C:30]([CH:33]=[CH:34][CH:35]=1)C=O)([O-:27])=[O:26].[C:36](O)(=O)C.C(O[BH-](OC(=O)C)OC(=O)C)(=O)C.[Na+]. (5) Product: [CH:34]1[C:35]2[C:39]3[CH:40]=[CH:41][C:42]([C:17]4[CH:18]=[CH:19][CH:20]=[CH:21][C:16]=4[NH:15][C:12]4[CH:13]=[CH:14][C:9]([CH2:1][CH2:2][CH2:3][CH2:4][CH2:5][CH2:6][CH2:7][CH3:8])=[CH:10][CH:11]=4)=[CH:43][C:38]=3[S:37][C:36]=2[CH:45]=[C:32]([C:17]2[CH:18]=[CH:19][CH:20]=[CH:21][C:16]=2[NH:15][C:12]2[CH:11]=[CH:10][C:9]([CH2:1][CH2:2][CH2:3][CH2:4][CH2:5][CH2:6][CH2:7][CH3:8])=[CH:14][CH:13]=2)[CH:33]=1. The catalyst class is: 75. Reactant: [CH2:1]([C:9]1[CH:14]=[CH:13][C:12]([NH:15][C:16]2[CH:21]=[CH:20][CH:19]=[CH:18][C:17]=2B2OC(C)(C)C(C)(C)O2)=[CH:11][CH:10]=1)[CH2:2][CH2:3][CH2:4][CH2:5][CH2:6][CH2:7][CH3:8].Br[C:32]1[CH:33]=[CH:34][C:35]2[C:39]3[CH:40]=[CH:41][C:42](Br)=[CH:43][C:38]=3[S:37][C:36]=2[CH:45]=1.[O-]P([O-])([O-])=O.[K+].[K+].[K+].O. (6) The catalyst class is: 46. Reactant: C(=O)([O-])[O-].[Ca+2].[C:6](Cl)(Cl)=[S:7].[Cl:10][C:11]1[CH:16]=[C:15]([NH2:17])[CH:14]=[C:13]([C:18]([F:21])([F:20])[F:19])[C:12]=1[C:22]1[CH:27]=[CH:26][C:25]([S:28]([N:31]2[CH2:36][CH2:35][O:34][CH2:33][CH2:32]2)(=[O:30])=[O:29])=[CH:24][CH:23]=1.Cl. Product: [Cl:10][C:11]1[CH:16]=[C:15]([N:17]=[C:6]=[S:7])[CH:14]=[C:13]([C:18]([F:21])([F:19])[F:20])[C:12]=1[C:22]1[CH:27]=[CH:26][C:25]([S:28]([N:31]2[CH2:36][CH2:35][O:34][CH2:33][CH2:32]2)(=[O:30])=[O:29])=[CH:24][CH:23]=1. (7) Reactant: [CH2:1]([C:4]1[CH:5]=[N:6][C:7]([N:10]2[CH2:15][CH2:14][CH:13]([O:16][C:17]3[S:18][C:19]4[CH:25]=[C:24]([C:26]5[CH2:31][CH2:30][N:29]([S:32]([CH2:35][CH2:36][CH2:37][C:38]([O:40]C)=[O:39])(=[O:34])=[O:33])[CH2:28][CH:27]=5)[CH:23]=[CH:22][C:20]=4[N:21]=3)[CH2:12][CH2:11]2)=[N:8][CH:9]=1)[CH2:2][CH3:3].[OH-].[Li+].Cl. Product: [CH2:1]([C:4]1[CH:5]=[N:6][C:7]([N:10]2[CH2:11][CH2:12][CH:13]([O:16][C:17]3[S:18][C:19]4[CH:25]=[C:24]([C:26]5[CH2:31][CH2:30][N:29]([S:32]([CH2:35][CH2:36][CH2:37][C:38]([OH:40])=[O:39])(=[O:34])=[O:33])[CH2:28][CH:27]=5)[CH:23]=[CH:22][C:20]=4[N:21]=3)[CH2:14][CH2:15]2)=[N:8][CH:9]=1)[CH2:2][CH3:3]. The catalyst class is: 1. (8) The catalyst class is: 8. Product: [Br:1][C:2]1[CH:3]=[C:4]2[C:9](=[CH:10][CH:11]=1)[N:8]=[N:7][CH:6]=[C:5]2[NH:14][NH2:15]. Reactant: [Br:1][C:2]1[CH:3]=[C:4]2[C:9](=[CH:10][CH:11]=1)[N:8]=[N:7][CH:6]=[C:5]2Cl.O.[NH2:14][NH2:15]. (9) Reactant: [NH2:1][C:2]1[N:6]([CH2:7][CH2:8][OH:9])[N:5]=[C:4]([Br:10])[C:3]=1[N+:11]([O-:13])=[O:12].C=O.[C:16](O[BH-](OC(=O)C)OC(=O)C)(=O)C.[Na+].C(O)(=O)C. Product: [Br:10][C:4]1[C:3]([N+:11]([O-:13])=[O:12])=[C:2]2[NH:1][CH2:16][O:9][CH2:8][CH2:7][N:6]2[N:5]=1. The catalyst class is: 68. (10) Reactant: C(O[C:5]1[O:6][CH2:7][C:8](=[O:16])[C:9]=1[C:10]([O:12][CH:13]([CH3:15])[CH3:14])=[O:11])(C)C.C(OC(C)C)(=O)CC(OC(C)C)=O.ClCC(Cl)=O.[NH2:35][N:36]1[CH2:41][CH2:40][O:39][CH2:38][CH2:37]1. Product: [O:39]1[CH2:40][CH2:41][N:36]([NH:35][C:5]2[O:6][CH2:7][C:8](=[O:16])[C:9]=2[C:10]([O:12][CH:13]([CH3:14])[CH3:15])=[O:11])[CH2:37][CH2:38]1. The catalyst class is: 8.